This data is from Full USPTO retrosynthesis dataset with 1.9M reactions from patents (1976-2016). The task is: Predict the reactants needed to synthesize the given product. (1) Given the product [CH3:11][O:12][C:13](=[O:22])[C:14]1[CH:19]=[CH:18][C:17]([CH3:20])=[C:16]([N:8]2[CH2:9][CH2:10][C:5]3([O:4][CH2:3][CH2:2][O:1]3)[CH2:6][CH2:7]2)[CH:15]=1, predict the reactants needed to synthesize it. The reactants are: [O:1]1[C:5]2([CH2:10][CH2:9][NH:8][CH2:7][CH2:6]2)[O:4][CH2:3][CH2:2]1.[CH3:11][O:12][C:13](=[O:22])[C:14]1[CH:19]=[CH:18][C:17]([CH3:20])=[C:16](Br)[CH:15]=1.C(=O)([O-])[O-].[Cs+].[Cs+]. (2) Given the product [Cl:32][C:31]([Cl:33])=[C:30]1[CH:22]2[C:21]3[C:26]([CH:25]1[CH2:24][CH2:23]2)=[CH:27][CH:28]=[CH:29][C:20]=3[NH:16][C:14]([C:13]1[C:9]([CH:8]([F:7])[F:18])=[N:10][N:11]([CH3:17])[CH:12]=1)=[O:15], predict the reactants needed to synthesize it. The reactants are: C([O-])([O-])=O.[K+].[K+].[F:7][CH:8]([F:18])[C:9]1[C:13]([C:14]([NH2:16])=[O:15])=[CH:12][N:11]([CH3:17])[N:10]=1.Br[C:20]1[CH:29]=[CH:28][CH:27]=[C:26]2[C:21]=1[CH:22]1[C:30](=[C:31]([Cl:33])[Cl:32])[CH:25]2[CH2:24][CH2:23]1.CNCCNC. (3) Given the product [Cl:11][C:5]1[CH:4]=[CH:3][C:2]([NH:1][CH2:15][C:14]2[C:17]([F:27])=[C:18]([F:26])[C:19]([C:22]([F:23])([F:25])[F:24])=[C:20]([F:21])[C:13]=2[F:12])=[CH:10][C:6]=1[C:7]([OH:9])=[O:8], predict the reactants needed to synthesize it. The reactants are: [NH2:1][C:2]1[CH:3]=[CH:4][C:5]([Cl:11])=[C:6]([CH:10]=1)[C:7]([OH:9])=[O:8].[F:12][C:13]1[C:20]([F:21])=[C:19]([C:22]([F:25])([F:24])[F:23])[C:18]([F:26])=[C:17]([F:27])[C:14]=1[CH2:15]Br. (4) Given the product [ClH:35].[ClH:35].[CH2:1]([N:3]1[CH2:8][CH2:7][N:6]([C:9]2[C:18]3[C:13](=[CH:14][CH:15]=[CH:16][CH:17]=3)[CH:12]=[C:11]([C:19]3[S:23][C:22]([CH:24]([OH:25])[CH2:26][CH3:27])=[N:21][CH:20]=3)[N:10]=2)[CH2:5][CH2:4]1)[CH3:2], predict the reactants needed to synthesize it. The reactants are: [CH2:1]([N:3]1[CH2:8][CH2:7][N:6]([C:9]2[C:18]3[C:13](=[CH:14][CH:15]=[CH:16][CH:17]=3)[CH:12]=[C:11]([C:19]3[S:23][C:22]([CH:24]=[O:25])=[N:21][CH:20]=3)[N:10]=2)[CH2:5][CH2:4]1)[CH3:2].[CH2:26]([Mg]Br)[CH3:27].O1CCCC1.[Cl-:35].[NH4+]. (5) Given the product [CH2:24]([N:12]1[CH2:13][CH2:14][N:15]([CH2:17][C:18]2[CH:23]=[CH:22][CH:21]=[CH:20][CH:19]=2)[CH2:16][CH:11]1[CH2:9][OH:8])[C:25]1[CH:26]=[CH:27][CH:28]=[CH:29][CH:30]=1, predict the reactants needed to synthesize it. The reactants are: [H-].[Al+3].[Li+].[H-].[H-].[H-].C[O:8][C:9]([CH:11]1[CH2:16][N:15]([CH2:17][C:18]2[CH:23]=[CH:22][CH:21]=[CH:20][CH:19]=2)[CH2:14][CH2:13][N:12]1[CH2:24][C:25]1[CH:30]=[CH:29][CH:28]=[CH:27][CH:26]=1)=O.[OH-].[Na+]. (6) Given the product [Cl:1][C:2]1[C:3]([N:9]2[CH2:14][CH2:13][O:12][CH2:11][CH2:10]2)=[CH:4][C:5]([NH:8][C:21]2[N:16]=[CH:17][C:18]([C:22]#[N:23])=[N:19][CH:20]=2)=[N:6][CH:7]=1, predict the reactants needed to synthesize it. The reactants are: [Cl:1][C:2]1[C:3]([N:9]2[CH2:14][CH2:13][O:12][CH2:11][CH2:10]2)=[CH:4][C:5]([NH2:8])=[N:6][CH:7]=1.Br[N:16]1[CH:21]=[CH:20][N:19]=[C:18]([C:22]#[N:23])[CH2:17]1.[Na].[O-]CCCC.C1C=CC(P(C2C(C3C(P(C4C=CC=CC=4)C4C=CC=CC=4)=CC=C4C=3C=CC=C4)=C3C(C=CC=C3)=CC=2)C2C=CC=CC=2)=CC=1.